Dataset: Forward reaction prediction with 1.9M reactions from USPTO patents (1976-2016). Task: Predict the product of the given reaction. The product is: [OH:6][CH:1]1[CH2:5][CH2:4][CH2:3][CH:2]1[NH:7][CH2:8][CH2:9][C:10]1[CH:15]=[CH:14][C:13]([OH:16])=[CH:12][CH:11]=1. Given the reactants [CH:1]12[O:6][CH:2]1[CH2:3][CH2:4][CH2:5]2.[NH2:7][CH2:8][CH2:9][C:10]1[CH:15]=[CH:14][C:13]([OH:16])=[CH:12][CH:11]=1, predict the reaction product.